The task is: Predict the product of the given reaction.. This data is from Forward reaction prediction with 1.9M reactions from USPTO patents (1976-2016). (1) Given the reactants [Cl:1][C:2]1[CH:3]=[C:4]([CH:10]=CC2C=CC=CC=2)[C:5](=[O:9])[N:6]([CH3:8])[N:7]=1.CC1C=CC=C(C)N=1.I([O-])(=O)(=O)=[O:27].[Na+], predict the reaction product. The product is: [Cl:1][C:2]1[CH:3]=[C:4]([CH:10]=[O:27])[C:5](=[O:9])[N:6]([CH3:8])[N:7]=1. (2) Given the reactants Cl[C:2]1[N:7]=[C:6]([NH2:8])[CH:5]=[CH:4][N:3]=1.Cl.[CH2:10]1[C:14]2([CH2:18][O:17][CH2:16][CH2:15]2)[CH2:13][NH:12][CH2:11]1.C(=O)([O-])[O-].[Cs+].[Cs+].CN(C)C=O, predict the reaction product. The product is: [CH2:18]1[C:14]2([CH2:10][CH2:11][N:12]([C:2]3[N:7]=[C:6]([NH2:8])[CH:5]=[CH:4][N:3]=3)[CH2:13]2)[CH2:15][CH2:16][O:17]1. (3) Given the reactants [O:1]=[C:2]1[C:9]2[C:10]([C:13]([OH:15])=O)=[CH:11][O:12][C:8]=2[CH2:7][C:4]2([CH2:6][CH2:5]2)C1.[NH2:16][C:17]1[CH:18]=[CH:19][C:20]([N:26]2[CH2:31][CH2:30][N:29]([C:32](=[O:34])[CH3:33])[CH2:28][CH2:27]2)=[N:21][C:22]=1[O:23][CH2:24][CH3:25].CN1C=[C:43]2[C:38](C=CC(N)=C2)=[N:37]1.[CH2:46]([OH:48])C, predict the reaction product. The product is: [C:32]([N:29]1[CH2:28][CH2:27][N:26]([C:20]2[N:21]=[C:22]([O:23][CH2:24][CH3:25])[C:17]([NH:16][C:13]([C:10]3[C:9]4[C:2](=[O:1])[N:37]([CH2:38][CH2:43][O:48][CH3:46])[C:4]([CH3:5])([CH3:6])[CH2:7][C:8]=4[O:12][CH:11]=3)=[O:15])=[CH:18][CH:19]=2)[CH2:31][CH2:30]1)(=[O:34])[CH3:33]. (4) Given the reactants [Cl:1][C:2]1[CH:3]=[C:4]([C:9]2[O:13][N:12]=[C:11]([C:14]3[CH:22]=[CH:21][CH:20]=[C:19]4[C:15]=3[CH:16]=[CH:17][N:18]4[CH2:23][C:24]([NH2:26])=[O:25])[N:10]=2)[CH:5]=[N:6][C:7]=1Cl.[CH:27]([NH2:30])([CH3:29])[CH3:28], predict the reaction product. The product is: [Cl:1][C:2]1[CH:3]=[C:4]([C:9]2[O:13][N:12]=[C:11]([C:14]3[CH:22]=[CH:21][CH:20]=[C:19]4[C:15]=3[CH:16]=[CH:17][N:18]4[CH2:23][C:24]([NH2:26])=[O:25])[N:10]=2)[CH:5]=[N:6][C:7]=1[NH:30][CH:27]([CH3:29])[CH3:28].